From a dataset of Cav3 T-type calcium channel HTS with 100,875 compounds. Binary Classification. Given a drug SMILES string, predict its activity (active/inactive) in a high-throughput screening assay against a specified biological target. The molecule is s1c(C(=O)CCC(=O)Nc2c(F)c(F)c(F)cc2)ccc1. The result is 0 (inactive).